Dataset: Reaction yield outcomes from USPTO patents with 853,638 reactions. Task: Predict the reaction yield, written as a fraction of the theoretical maximum amount of product (1.0 means a 100% yield; for example, 0.34 means a 34% yield). (1) The reactants are Br[C:2]1[N:7]=[CH:6][C:5]([CH3:8])=[CH:4][CH:3]=1.[CH3:9][N:10](C=O)C. The catalyst is ClCCl. The product is [C:9]([C:2]1[N:7]=[CH:6][C:5]([CH3:8])=[CH:4][CH:3]=1)#[N:10]. The yield is 0.780. (2) The reactants are [CH3:1][O:2][C:3]1[CH:12]=[CH:11][CH:10]=[C:5]([C:6]([O:8]C)=[O:7])[C:4]=1[C:13]([O:15]C)=[O:14].[OH-].[K+].CO. The catalyst is O. The product is [CH3:1][O:2][C:3]1[CH:12]=[CH:11][CH:10]=[C:5]([C:6]([OH:8])=[O:7])[C:4]=1[C:13]([OH:15])=[O:14]. The yield is 0.840. (3) The reactants are Br[C:2]1[CH:3]=[C:4]([NH:10][C:11]2[CH:16]=[CH:15][C:14]([N:17]3[CH2:22][CH2:21][N:20]([CH3:23])[CH:19]([CH2:24][F:25])[CH2:18]3)=[CH:13][N:12]=2)[C:5](=[O:9])[N:6]([CH3:8])[CH:7]=1.[C:26]([O:29][CH2:30][C:31]1[C:36](B2OC(C)(C)C(C)(C)O2)=[CH:35][C:34]([F:46])=[CH:33][C:32]=1[N:47]1[CH2:59][CH2:58][N:50]2[C:51]3[CH2:52][CH2:53][CH2:54][CH2:55][C:56]=3[CH:57]=[C:49]2[C:48]1=[O:60])(=[O:28])[CH3:27].[O-]P([O-])([O-])=O.[K+].[K+].[K+].CC([O-])=O.[Na+]. The catalyst is CC#N.O.C1C=CC(P(C2C=CC=CC=2)[C-]2C=CC=C2)=CC=1.C1C=CC(P(C2C=CC=CC=2)[C-]2C=CC=C2)=CC=1.Cl[Pd]Cl.[Fe+2]. The product is [C:26]([O:29][CH2:30][C:31]1[C:32]([N:47]2[CH2:59][CH2:58][N:50]3[C:51]4[CH2:52][CH2:53][CH2:54][CH2:55][C:56]=4[CH:57]=[C:49]3[C:48]2=[O:60])=[CH:33][C:34]([F:46])=[CH:35][C:36]=1[C:2]1[CH:3]=[C:4]([NH:10][C:11]2[CH:16]=[CH:15][C:14]([N:17]3[CH2:22][CH2:21][N:20]([CH3:23])[CH:19]([CH2:24][F:25])[CH2:18]3)=[CH:13][N:12]=2)[C:5](=[O:9])[N:6]([CH3:8])[CH:7]=1)(=[O:28])[CH3:27]. The yield is 0.450. (4) The reactants are C(P1(=O)OP(CCC)(=O)OP(CCC)(=O)O1)CC.[O:19]=[C:20]1[NH:25][C:24]2[CH:26]=[C:27]([C:30]([OH:32])=O)[CH:28]=[CH:29][C:23]=2[O:22][CH2:21]1.[O:33]1[C:38]2[CH:39]=[CH:40][CH:41]=[CH:42][C:37]=2[NH:36][CH:35]([CH2:43][C:44]([O:46][CH3:47])=[O:45])[CH2:34]1. The catalyst is CCOC(C)=O. The product is [O:19]=[C:20]1[NH:25][C:24]2[CH:26]=[C:27]([C:30]([N:36]3[C:37]4[CH:42]=[CH:41][CH:40]=[CH:39][C:38]=4[O:33][CH2:34][CH:35]3[CH2:43][C:44]([O:46][CH3:47])=[O:45])=[O:32])[CH:28]=[CH:29][C:23]=2[O:22][CH2:21]1. The yield is 0.550. (5) The reactants are [F:1][C:2]1[CH:3]=[C:4]([CH:9]=[CH:10][C:11]=1[O:12][CH:13]([CH3:15])[CH3:14])[C:5]([O:7]C)=[O:6].[OH-].[Na+]. The catalyst is O1CCOCC1. The product is [F:1][C:2]1[CH:3]=[C:4]([CH:9]=[CH:10][C:11]=1[O:12][CH:13]([CH3:15])[CH3:14])[C:5]([OH:7])=[O:6]. The yield is 0.720. (6) The reactants are [Cl:1][C:2]1[CH:7]=[CH:6][C:5]([C:8]([C:10]2[CH:11]=[C:12]3[C:17](=[CH:18][CH:19]=2)[N+:16]([O-])=[CH:15][CH:14]=[C:13]3[CH2:21][CH2:22][C:23]2[CH:28]=[CH:27][CH:26]=[C:25]([Cl:29])[CH:24]=2)=[O:9])=[CH:4][CH:3]=1.P(Cl)(Cl)([Cl:32])=O. No catalyst specified. The product is [Cl:32][C:15]1[CH:14]=[C:13]([CH2:21][CH2:22][C:23]2[CH:28]=[CH:27][CH:26]=[C:25]([Cl:29])[CH:24]=2)[C:12]2[C:17](=[CH:18][CH:19]=[C:10]([C:8]([C:5]3[CH:6]=[CH:7][C:2]([Cl:1])=[CH:3][CH:4]=3)=[O:9])[CH:11]=2)[N:16]=1. The yield is 0.500. (7) The reactants are [Cl:1][C:2]1[CH:11]=[CH:10][C:9]([N+:12]([O-])=O)=[CH:8][C:3]=1[CH2:4][N:5]([CH3:7])[CH3:6].[Cl-].[Ca+2].[Cl-]. The catalyst is C(O)C.[Fe]. The product is [NH2:12][C:9]1[CH:10]=[CH:11][C:2]([Cl:1])=[C:3]([CH:8]=1)[CH2:4][N:5]([CH3:6])[CH3:7]. The yield is 0.590. (8) The yield is 0.770. The reactants are FC(F)(F)C1C=C(NC(=O)NC2C=CC(C3SC(CCC(O)=O)=NC=3)=CC=2)C=CC=1.[Cl:31][C:32]1[CH:37]=[CH:36][C:35]([NH:38][C:39](=[O:62])[NH:40][C:41]2[CH:46]=[CH:45][C:44]([C:47]3[S:51][C:50]([CH:52]4[CH2:57][CH2:56][CH:55]([C:58]([O:60]C)=[O:59])[CH2:54][CH2:53]4)=[N:49][CH:48]=3)=[CH:43][CH:42]=2)=[C:34]([C:63]([F:66])([F:65])[F:64])[CH:33]=1. The product is [Cl:31][C:32]1[CH:37]=[CH:36][C:35]([NH:38][C:39](=[O:62])[NH:40][C:41]2[CH:42]=[CH:43][C:44]([C:47]3[S:51][C:50]([CH:52]4[CH2:53][CH2:54][CH:55]([C:58]([OH:60])=[O:59])[CH2:56][CH2:57]4)=[N:49][CH:48]=3)=[CH:45][CH:46]=2)=[C:34]([C:63]([F:64])([F:66])[F:65])[CH:33]=1. No catalyst specified. (9) The reactants are Cl.[Cl:2][C:3]1[CH:22]=[CH:21][C:6]([O:7][C:8]2[CH:20]=[CH:19][C:11]([O:12][CH2:13][C@@H:14]3[CH2:18][CH2:17][CH2:16][NH:15]3)=[CH:10][CH:9]=2)=[CH:5][CH:4]=1.C(=O)([O-])[O-].[K+].[K+].Br[CH2:30][CH2:31][CH2:32][C:33]([O:35][CH3:36])=[O:34]. The catalyst is CN(C=O)C.O.C(OCC)(=O)C. The product is [CH3:36][O:35][C:33](=[O:34])[CH2:32][CH2:31][CH2:30][N:15]1[CH2:16][CH2:17][CH2:18][C@H:14]1[CH2:13][O:12][C:11]1[CH:19]=[CH:20][C:8]([O:7][C:6]2[CH:21]=[CH:22][C:3]([Cl:2])=[CH:4][CH:5]=2)=[CH:9][CH:10]=1. The yield is 0.630. (10) The reactants are [F:1][CH2:2][C@H:3]1[CH2:8][CH2:7][C@H:6]([NH:9]C(=O)OCC2C=CC=CC=2)[CH2:5][CH2:4]1. The catalyst is CO.[C].[Pd]. The product is [F:1][CH2:2][C@H:3]1[CH2:8][CH2:7][C@H:6]([NH2:9])[CH2:5][CH2:4]1. The yield is 0.990.